Dataset: NCI-60 drug combinations with 297,098 pairs across 59 cell lines. Task: Regression. Given two drug SMILES strings and cell line genomic features, predict the synergy score measuring deviation from expected non-interaction effect. (1) Drug 1: C1CCC(CC1)NC(=O)N(CCCl)N=O. Drug 2: CC1CCC2CC(C(=CC=CC=CC(CC(C(=O)C(C(C(=CC(C(=O)CC(OC(=O)C3CCCCN3C(=O)C(=O)C1(O2)O)C(C)CC4CCC(C(C4)OC)OCCO)C)C)O)OC)C)C)C)OC. Cell line: MDA-MB-231. Synergy scores: CSS=21.5, Synergy_ZIP=-6.51, Synergy_Bliss=-0.749, Synergy_Loewe=1.20, Synergy_HSA=3.18. (2) Drug 1: CC1=C(C(=CC=C1)Cl)NC(=O)C2=CN=C(S2)NC3=CC(=NC(=N3)C)N4CCN(CC4)CCO. Drug 2: CCC1(CC2CC(C3=C(CCN(C2)C1)C4=CC=CC=C4N3)(C5=C(C=C6C(=C5)C78CCN9C7C(C=CC9)(C(C(C8N6C)(C(=O)OC)O)OC(=O)C)CC)OC)C(=O)OC)O.OS(=O)(=O)O. Cell line: HCT-15. Synergy scores: CSS=-2.07, Synergy_ZIP=3.19, Synergy_Bliss=6.75, Synergy_Loewe=-2.61, Synergy_HSA=-1.76. (3) Drug 1: CS(=O)(=O)CCNCC1=CC=C(O1)C2=CC3=C(C=C2)N=CN=C3NC4=CC(=C(C=C4)OCC5=CC(=CC=C5)F)Cl. Synergy scores: CSS=1.38, Synergy_ZIP=-5.37, Synergy_Bliss=-12.4, Synergy_Loewe=-4.11, Synergy_HSA=-7.20. Cell line: BT-549. Drug 2: CC(C)NC(=O)C1=CC=C(C=C1)CNNC.Cl. (4) Drug 1: CC1C(C(=O)NC(C(=O)N2CCCC2C(=O)N(CC(=O)N(C(C(=O)O1)C(C)C)C)C)C(C)C)NC(=O)C3=C4C(=C(C=C3)C)OC5=C(C(=O)C(=C(C5=N4)C(=O)NC6C(OC(=O)C(N(C(=O)CN(C(=O)C7CCCN7C(=O)C(NC6=O)C(C)C)C)C)C(C)C)C)N)C. Drug 2: CC1=CC=C(C=C1)C2=CC(=NN2C3=CC=C(C=C3)S(=O)(=O)N)C(F)(F)F. Cell line: SNB-75. Synergy scores: CSS=31.1, Synergy_ZIP=5.09, Synergy_Bliss=9.34, Synergy_Loewe=4.03, Synergy_HSA=8.24. (5) Drug 1: C1C(C(OC1N2C=NC3=C(N=C(N=C32)Cl)N)CO)O. Drug 2: C(=O)(N)NO. Cell line: SF-539. Synergy scores: CSS=14.3, Synergy_ZIP=-1.63, Synergy_Bliss=3.75, Synergy_Loewe=-0.152, Synergy_HSA=3.75. (6) Drug 1: C1C(C(OC1N2C=C(C(=O)NC2=O)F)CO)O. Drug 2: C(CC(=O)O)C(=O)CN.Cl. Cell line: HT29. Synergy scores: CSS=42.6, Synergy_ZIP=1.05, Synergy_Bliss=1.08, Synergy_Loewe=-72.3, Synergy_HSA=1.36. (7) Drug 1: C1=NC2=C(N=C(N=C2N1C3C(C(C(O3)CO)O)F)Cl)N. Drug 2: C(CN)CNCCSP(=O)(O)O. Cell line: PC-3. Synergy scores: CSS=26.8, Synergy_ZIP=0.148, Synergy_Bliss=1.46, Synergy_Loewe=-77.0, Synergy_HSA=2.91. (8) Cell line: RPMI-8226. Drug 2: CC(C)NC(=O)C1=CC=C(C=C1)CNNC.Cl. Synergy scores: CSS=17.1, Synergy_ZIP=-1.49, Synergy_Bliss=7.26, Synergy_Loewe=-14.7, Synergy_HSA=3.76. Drug 1: CC1CCC2CC(C(=CC=CC=CC(CC(C(=O)C(C(C(=CC(C(=O)CC(OC(=O)C3CCCCN3C(=O)C(=O)C1(O2)O)C(C)CC4CCC(C(C4)OC)OCCO)C)C)O)OC)C)C)C)OC.